Dataset: Reaction yield outcomes from USPTO patents with 853,638 reactions. Task: Predict the reaction yield, written as a fraction of the theoretical maximum amount of product (1.0 means a 100% yield; for example, 0.34 means a 34% yield). (1) The reactants are [NH2:1][C:2]1[CH:12]=[C:11]([CH3:13])[C:10]([Br:14])=[CH:9][C:3]=1[C:4]([O:6][CH2:7][CH3:8])=[O:5].[C:15](O[C:15]([O:17][C:18]([CH3:21])([CH3:20])[CH3:19])=[O:16])([O:17][C:18]([CH3:21])([CH3:20])[CH3:19])=[O:16]. The catalyst is CN(C)C1C=CN=CC=1.C1COCC1. The product is [CH3:21][C:18]([O:17][C:15]([N:1]([C:15]([O:17][C:18]([CH3:21])([CH3:20])[CH3:19])=[O:16])[C:2]1[CH:12]=[C:11]([CH3:13])[C:10]([Br:14])=[CH:9][C:3]=1[C:4]([O:6][CH2:7][CH3:8])=[O:5])=[O:16])([CH3:19])[CH3:20]. The yield is 0.910. (2) The reactants are C(OC(=O)C)(=O)C.O[CH:9]([C:16]1[CH:21]=[CH:20][CH:19]=[CH:18][N:17]=1)[C:10](=[CH2:15])[C:11]([O:13][CH3:14])=[O:12]. The catalyst is C(=O)(O)[O-].[Na+]. The product is [CH:9]1[C:10]([C:11]([O:13][CH3:14])=[O:12])=[CH:15][N:17]2[C:16]=1[CH:21]=[CH:20][CH:19]=[CH:18]2. The yield is 0.350. (3) The reactants are [CH3:1][NH:2][C:3](=[O:17])[C@@H:4]([NH:9]C(OC(C)(C)C)=O)[C:5]([CH3:8])([CH3:7])[CH3:6].FC(F)(F)C(O)=O. The catalyst is ClCCl. The product is [CH3:1][NH:2][C:3](=[O:17])[C@@H:4]([NH2:9])[C:5]([CH3:8])([CH3:7])[CH3:6]. The yield is 0.790.